Dataset: Reaction yield outcomes from USPTO patents with 853,638 reactions. Task: Predict the reaction yield, written as a fraction of the theoretical maximum amount of product (1.0 means a 100% yield; for example, 0.34 means a 34% yield). (1) The reactants are Cl[CH2:2][C:3](Cl)=[O:4].[NH2:6][C:7]1[C:12]([N+:13]([O-:15])=[O:14])=[CH:11][CH:10]=[CH:9][C:8]=1[OH:16].C(=O)([O-])[O-].[K+].[K+]. The catalyst is C(Cl)(Cl)Cl.CC[N+](CC1C=CC=CC=1)(CC)CC.[Cl-]. The product is [N+:13]([C:12]1[C:7]2[NH:6][C:3](=[O:4])[CH2:2][O:16][C:8]=2[CH:9]=[CH:10][CH:11]=1)([O-:15])=[O:14]. The yield is 0.640. (2) The reactants are [C:1]([C:3]1[CH:8]=[CH:7][CH:6]=[CH:5][C:4]=1[C:9]1[CH:14]=[CH:13][C:12]([CH2:15][CH:16]([C:22](=O)[CH2:23][CH2:24][CH3:25])[C:17](OCC)=[O:18])=[CH:11][CH:10]=1)#[N:2].[CH2:27]([O:30][CH:31]1[CH2:36][CH2:35][CH:34]([NH:37][C:38]2[NH:42][CH:41]=[N:40][N:39]=2)[CH2:33][CH2:32]1)[CH:28]=[CH2:29]. No catalyst specified. The product is [O:18]=[C:17]1[C:16]([CH2:15][C:12]2[CH:13]=[CH:14][C:9]([C:4]3[C:3]([C:1]#[N:2])=[CH:8][CH:7]=[CH:6][CH:5]=3)=[CH:10][CH:11]=2)=[C:22]([CH2:23][CH2:24][CH3:25])[N:39]2[N:40]=[CH:41][N:42]=[C:38]2[N:37]1[CH:34]1[CH2:33][CH2:32][CH:31]([O:30][CH2:27][CH:28]=[CH2:29])[CH2:36][CH2:35]1. The yield is 0.240. (3) The reactants are [F:1][C:2]1[CH:7]=[CH:6][CH:5]=[C:4]([F:8])[C:3]=1[N:9]1[C:14]2[N:15]=[C:16]([N:29]3[CH2:34][CH2:33][CH:32]([N:35]4[CH2:40][CH2:39][CH:38]([CH3:41])[CH2:37][CH2:36]4)[CH2:31][CH2:30]3)[N:17]=[C:18]([C:19]3[CH:20]=[C:21]([CH:25]=[CH:26][C:27]=3[CH3:28])[C:22](O)=[O:23])[C:13]=2[CH:12]=[CH:11][C:10]1=[O:42].CN(C(ON1N=NC2C=CC=CC1=2)=[N+](C)C)C.F[P-](F)(F)(F)(F)F.C(N(CC)CC)C.[CH2:74]([NH2:78])[CH:75]([CH3:77])[CH3:76]. The catalyst is CN(C=O)C. The product is [F:8][C:4]1[CH:5]=[CH:6][CH:7]=[C:2]([F:1])[C:3]=1[N:9]1[C:14]2[N:15]=[C:16]([N:29]3[CH2:30][CH2:31][CH:32]([N:35]4[CH2:36][CH2:37][CH:38]([CH3:41])[CH2:39][CH2:40]4)[CH2:33][CH2:34]3)[N:17]=[C:18]([C:19]3[CH:20]=[C:21]([CH:25]=[CH:26][C:27]=3[CH3:28])[C:22]([NH:78][CH2:74][CH:75]([CH3:77])[CH3:76])=[O:23])[C:13]=2[CH:12]=[CH:11][C:10]1=[O:42]. The yield is 0.530. (4) The reactants are [Cl:1][C:2]1[CH:7]=[CH:6][CH:5]=[CH:4][C:3]=1[N:8]1[C:12]([S:13][C:14]2[CH:15]=[N:16][CH:17]=[CH:18][CH:19]=2)=[CH:11][C:10]([CH2:20][N:21]([CH3:29])[C:22](=[O:28])[O:23][C:24]([CH3:27])([CH3:26])[CH3:25])=[N:9]1.C(#N)C.C([O-])([O-])=[O:34].C([O-])([O-])=O.OO.OO.OO.[Na+].[Na+].[Na+].[Na+].[OH2:51]. No catalyst specified. The product is [Cl:1][C:2]1[CH:7]=[CH:6][CH:5]=[CH:4][C:3]=1[N:8]1[C:12]([S:13]([C:14]2[CH:15]=[N:16][CH:17]=[CH:18][CH:19]=2)(=[O:34])=[O:51])=[CH:11][C:10]([CH2:20][N:21]([CH3:29])[C:22](=[O:28])[O:23][C:24]([CH3:25])([CH3:26])[CH3:27])=[N:9]1. The yield is 0.600. (5) The reactants are [Br:1]N1C(=O)CCC1=O.C(OOC(=O)C1C=CC=CC=1)(=O)C1C=CC=CC=1.[CH3:27][O:28][C:29]1[CH:39]=[CH:38][CH:37]=[C:36]([CH3:40])[C:30]=1[C:31]([O:33][CH2:34][CH3:35])=[O:32]. The catalyst is C(Cl)(Cl)(Cl)Cl. The product is [Br:1][CH2:40][C:36]1[CH:37]=[CH:38][CH:39]=[C:29]([O:28][CH3:27])[C:30]=1[C:31]([O:33][CH2:34][CH3:35])=[O:32]. The yield is 0.560. (6) The reactants are Br[C:2]1[CH:3]=[C:4]([C@@:9]([NH:31][C:32](=[O:44])[C:33]2[CH:38]=[CH:37][C:36]([F:39])=[C:35]([C:40]([F:43])([F:42])[F:41])[CH:34]=2)([C:17]2[CH:22]=[C:21]([O:23][C:24]([F:29])([F:28])[CH:25]([F:27])[F:26])[CH:20]=[C:19]([F:30])[CH:18]=2)[CH2:10][C:11]2[CH:16]=[CH:15][CH:14]=[CH:13][CH:12]=2)[CH:5]=[CH:6][C:7]=1[F:8].C1COCC1.[CH:67]1(P([CH:63]2[CH2:68][CH2:67][CH2:66][CH2:65]C2)[CH:67]2[CH2:68][CH2:63]C[CH2:65][CH2:66]2)[CH2:68][CH2:63]C[CH2:65][CH2:66]1.[Br-].C1([Zn+])CCCC1. The catalyst is ClCCl.[Pd+2].ClC1C=C[C-](P(C2C=CC=CC=2)C2C=CC=CC=2)C=1Cl.[C-]1(P(C2C=CC=CC=2)C2C=CC=CC=2)C=CC=C1.[Fe+2]. The product is [CH:65]1([C:2]2[CH:3]=[C:4]([C@@:9]([NH:31][C:32](=[O:44])[C:33]3[CH:38]=[CH:37][C:36]([F:39])=[C:35]([C:40]([F:43])([F:41])[F:42])[CH:34]=3)([C:17]3[CH:22]=[C:21]([O:23][C:24]([F:29])([F:28])[CH:25]([F:27])[F:26])[CH:20]=[C:19]([F:30])[CH:18]=3)[CH2:10][C:11]3[CH:12]=[CH:13][CH:14]=[CH:15][CH:16]=3)[CH:5]=[CH:6][C:7]=2[F:8])[CH2:66][CH2:67][CH2:68][CH2:63]1. The yield is 0.190. (7) The reactants are [Cl:1][C:2]1[C:7]([CH2:8][CH2:9][C:10](OCC)=[O:11])=[C:6](Cl)[N:5]=[C:4](/[CH:16]=[CH:17]/[C:18]2[CH:23]=[CH:22][CH:21]=[CH:20][CH:19]=2)[N:3]=1.[NH4+:24].[OH-]. The catalyst is O1CCOCC1. The product is [Cl:1][C:2]1[C:7]2[CH2:8][CH2:9][C:10](=[O:11])[NH:24][C:6]=2[N:5]=[C:4](/[CH:16]=[CH:17]/[C:18]2[CH:23]=[CH:22][CH:21]=[CH:20][CH:19]=2)[N:3]=1. The yield is 0.210.